The task is: Predict the reaction yield, written as a fraction of the theoretical maximum amount of product (1.0 means a 100% yield; for example, 0.34 means a 34% yield).. This data is from Reaction yield outcomes from USPTO patents with 853,638 reactions. (1) The reactants are [NH2:1][CH:2]1[CH2:8][CH:7]2[N:9]([CH3:10])[CH:4]([CH2:5][CH2:6]2)[CH2:3]1.[C:11]1([C:17]2[O:18][C:19]3[C:20](=[C:22]([C:26](O)=[O:27])[CH:23]=[CH:24][CH:25]=3)[N:21]=2)[CH:16]=[CH:15][CH:14]=[CH:13][CH:12]=1. No catalyst specified. The product is [CH3:10][N:9]1[CH:7]2[CH2:6][CH2:5][CH:4]1[CH2:3][CH:2]([NH:1][C:26]([C:22]1[CH:23]=[CH:24][CH:25]=[C:19]3[O:18][C:17]([C:11]4[CH:16]=[CH:15][CH:14]=[CH:13][CH:12]=4)=[N:21][C:20]=13)=[O:27])[CH2:8]2. The yield is 0.250. (2) The reactants are Br[C:2]1[S:3][C:4]2[N:5]3[C:9]([C:10]([NH:14][CH2:15][CH2:16][NH:17][C:18]([O:20][C:21]([CH3:24])([CH3:23])[CH3:22])=[O:19])=[N:11][C:12]=2[CH:13]=1)=[N:8][CH:7]=[C:6]3[CH3:25].C(N(CC)CC)C.[CH3:33][C:34](C)([C:36]#[CH:37])C.CN(C)[CH:41]=[O:42]. The catalyst is [Cu]I. The product is [OH:42][CH:41]([C:2]1[S:3][C:4]2[N:5]3[C:9]([C:10]([NH:14][CH2:15][CH2:16][NH:17][C:18]([O:20][C:21]([CH3:24])([CH3:23])[CH3:22])=[O:19])=[N:11][C:12]=2[CH:13]=1)=[N:8][CH:7]=[C:6]3[CH3:25])[CH2:37][CH2:36][C:34]#[CH:33]. The yield is 0.700. (3) The product is [O:1]1[CH2:5][CH2:4][CH2:3][CH:2]1[C:6]1[C:10]2[CH2:11][NH:12][CH2:13][CH2:14][C:9]=2[NH:8][N:7]=1. The catalyst is O1CCOCC1. The yield is 1.00. The reactants are [O:1]1[CH2:5][CH2:4][CH2:3][CH:2]1[C:6]1[C:10]2[CH2:11][N:12](C(OC(C)(C)C)=O)[CH2:13][CH2:14][C:9]=2[NH:8][N:7]=1.Cl.O1CCOCC1.C(OCC)(=O)C. (4) The reactants are [F:1][C:2]1[CH:3]=[C:4]([NH:22][C:23](=[O:35])[C:24]([NH:26][CH2:27][CH2:28][C:29]2[CH:34]=[CH:33][CH:32]=[CH:31][CH:30]=2)=[O:25])[CH:5]=[CH:6][C:7]=1[O:8][C:9]1[C:18]2[C:13](=[CH:14][C:15]([OH:21])=[C:16]([O:19][CH3:20])[CH:17]=2)[N:12]=[CH:11][CH:10]=1.Cl.Cl[CH2:38][CH2:39][CH2:40][N:41]1[CH2:46][CH2:45][O:44][CH2:43][CH2:42]1.C(=O)([O-])[O-].[K+].[K+]. The catalyst is CN(C=O)C. The product is [F:1][C:2]1[CH:3]=[C:4]([NH:22][C:23](=[O:35])[C:24]([NH:26][CH2:27][CH2:28][C:29]2[CH:30]=[CH:31][CH:32]=[CH:33][CH:34]=2)=[O:25])[CH:5]=[CH:6][C:7]=1[O:8][C:9]1[C:18]2[C:13](=[CH:14][C:15]([O:21][CH2:38][CH2:39][CH2:40][N:41]3[CH2:46][CH2:45][O:44][CH2:43][CH2:42]3)=[C:16]([O:19][CH3:20])[CH:17]=2)[N:12]=[CH:11][CH:10]=1. The yield is 0.740. (5) The reactants are Cl[C:2]1[CH:7]=[C:6]([O:8][C:9]2[CH:10]=[N:11][C:12]([NH2:15])=[N:13][CH:14]=2)[CH:5]=[CH:4][N:3]=1.[CH3:16][N:17]1[CH:21]=[C:20](B2OC(C)(C)C(C)(C)O2)[CH:19]=[N:18]1.C(=O)([O-])[O-].[K+].[K+]. The catalyst is O1CCOCC1.O.C1C=CC([P]([Pd]([P](C2C=CC=CC=2)(C2C=CC=CC=2)C2C=CC=CC=2)([P](C2C=CC=CC=2)(C2C=CC=CC=2)C2C=CC=CC=2)[P](C2C=CC=CC=2)(C2C=CC=CC=2)C2C=CC=CC=2)(C2C=CC=CC=2)C2C=CC=CC=2)=CC=1. The product is [CH3:16][N:17]1[CH:21]=[C:20]([C:2]2[CH:7]=[C:6]([O:8][C:9]3[CH:10]=[N:11][C:12]([NH2:15])=[N:13][CH:14]=3)[CH:5]=[CH:4][N:3]=2)[CH:19]=[N:18]1. The yield is 0.550. (6) The reactants are [CH3:1][O:2][C:3]1[CH:4]=[C:5]([N:12]2[CH2:17][CH2:16][CH:15]([N:18]3[CH2:23][CH2:22][N:21]([CH3:24])[CH2:20][CH2:19]3)[CH2:14][CH2:13]2)[CH:6]=[CH:7][C:8]=1[N+:9]([O-])=O.Cl. The catalyst is C(O)C.[Pd]. The product is [CH3:1][O:2][C:3]1[CH:4]=[C:5]([N:12]2[CH2:17][CH2:16][CH:15]([N:18]3[CH2:19][CH2:20][N:21]([CH3:24])[CH2:22][CH2:23]3)[CH2:14][CH2:13]2)[CH:6]=[CH:7][C:8]=1[NH2:9]. The yield is 0.880. (7) The reactants are [O:1]([C:8]1[CH:13]=[CH:12][C:11]([NH:14][C:15]2[N:20]=[CH:19][N:18]=[C:17]([NH:21][C:22]3[CH:23]=[C:24]([CH:28]=[CH:29][CH:30]=3)[C:25](O)=[O:26])[CH:16]=2)=[CH:10][CH:9]=1)[C:2]1[CH:7]=[CH:6][CH:5]=[CH:4][CH:3]=1.[CH3:31][NH:32][O:33][CH3:34].Cl.CCN=C=NCCCN(C)C.Cl.C1C=CC2N(O)N=NC=2C=1.CCN(C(C)C)C(C)C. The catalyst is CN(C=O)C. The product is [CH3:34][O:33][N:32]([CH3:31])[C:25](=[O:26])[C:24]1[CH:28]=[CH:29][CH:30]=[C:22]([NH:21][C:17]2[CH:16]=[C:15]([NH:14][C:11]3[CH:12]=[CH:13][C:8]([O:1][C:2]4[CH:3]=[CH:4][CH:5]=[CH:6][CH:7]=4)=[CH:9][CH:10]=3)[N:20]=[CH:19][N:18]=2)[CH:23]=1. The yield is 0.445. (8) The reactants are [CH3:1][C:2]1[C:7]([CH:8]([CH2:13][CH2:14][CH3:15])[C:9]([O:11]C)=[O:10])=[C:6]([C:16]2[CH:25]=[CH:24][C:19]3[NH:20][C:21](=[O:23])[NH:22][C:18]=3[CH:17]=2)[N:5]=[C:4]([C:26]2[CH:31]=[CH:30][CH:29]=[CH:28][CH:27]=2)[N:3]=1.[OH-].[Na+]. The catalyst is CO. The product is [CH3:1][C:2]1[C:7]([CH:8]([CH2:13][CH2:14][CH3:15])[C:9]([OH:11])=[O:10])=[C:6]([C:16]2[CH:25]=[CH:24][C:19]3[NH:20][C:21](=[O:23])[NH:22][C:18]=3[CH:17]=2)[N:5]=[C:4]([C:26]2[CH:31]=[CH:30][CH:29]=[CH:28][CH:27]=2)[N:3]=1. The yield is 0.130. (9) The reactants are C(O[B:5]1[O:9][C:8]([CH3:11])([CH3:10])[C:7]([CH3:13])([CH3:12])[O:6]1)(C)C.C([Li])CCC.[F:19][C:20]1[CH:21]=[C:22]([C:27]2[C:28]([CH3:33])=[N:29][O:30][C:31]=2[CH3:32])[CH:23]=[C:24]([F:26])[CH:25]=1. No catalyst specified. The product is [F:26][C:24]1[CH:23]=[C:22]([C:27]2[C:28]([CH3:33])=[N:29][O:30][C:31]=2[CH3:32])[CH:21]=[C:20]([F:19])[C:25]=1[B:5]1[O:6][C:7]([CH3:12])([CH3:13])[C:8]([CH3:10])([CH3:11])[O:9]1. The yield is 0.970.